From a dataset of Peptide-MHC class II binding affinity with 134,281 pairs from IEDB. Regression. Given a peptide amino acid sequence and an MHC pseudo amino acid sequence, predict their binding affinity value. This is MHC class II binding data. (1) The peptide sequence is KKGAGGITIKKTGQA. The MHC is DRB1_1001 with pseudo-sequence DRB1_1001. The binding affinity (normalized) is 0.0795. (2) The peptide sequence is VDLFVFSTSFYLISI. The MHC is DRB1_0802 with pseudo-sequence DRB1_0802. The binding affinity (normalized) is 0.170. (3) The MHC is DRB3_0202 with pseudo-sequence DRB3_0202. The peptide sequence is IFSGNMNIKLKMPMY. The binding affinity (normalized) is 0.570. (4) The peptide sequence is DKVYEILKINSVKYY. The MHC is DRB1_0701 with pseudo-sequence DRB1_0701. The binding affinity (normalized) is 0.659. (5) The peptide sequence is RRGVRSLSNKIKQKT. The MHC is DRB3_0301 with pseudo-sequence DRB3_0301. The binding affinity (normalized) is 0.680.